This data is from Catalyst prediction with 721,799 reactions and 888 catalyst types from USPTO. The task is: Predict which catalyst facilitates the given reaction. (1) Reactant: [C:1]1([C:11]2[CH:16]=[CH:15][C:14]([C:17](OC)=[O:18])=[CH:13][CH:12]=2)[CH:6]=[CH:5][C:4]([C:7](OC)=[O:8])=[CH:3][CH:2]=1.C1COCC1.O. Product: [C:11]1([C:1]2[CH:6]=[CH:5][C:4]([CH:7]=[O:8])=[CH:3][CH:2]=2)[CH:16]=[CH:15][C:14]([CH:17]=[O:18])=[CH:13][CH:12]=1. The catalyst class is: 2. (2) Product: [O:22]=[C:20]1[NH:19][C:18](=[O:23])[C:17](=[CH:16][C:13]2[CH:14]=[CH:15][C:10]3[O:9][CH:8]=[C:7]([CH:6]=[CH:5][C:4]([OH:24])=[O:3])[C:11]=3[CH:12]=2)[S:21]1. Reactant: C([O:3][C:4](=[O:24])[CH:5]=[CH:6][C:7]1[C:11]2[CH:12]=[C:13]([CH:16]=[C:17]3[S:21][C:20](=[O:22])[NH:19][C:18]3=[O:23])[CH:14]=[CH:15][C:10]=2[O:9][CH:8]=1)C.O[Li].O. The catalyst class is: 20. (3) Reactant: Br[C:2]1[CH:23]=[CH:22][C:5]2[C:6]3[N:7]([CH:11]=[C:12]([C:14]4[N:18]([CH:19]([CH3:21])[CH3:20])[N:17]=[CH:16][N:15]=4)[N:13]=3)[CH2:8][CH2:9][O:10][C:4]=2[CH:3]=1.[O:24]1[CH2:29][CH2:28][CH2:27][CH2:26][CH:25]1[N:30]1[C:34](B2OC(C)(C)C(C)(C)O2)=[CH:33][N:32]=[CH:31]1.[F-].[Cs+].O. Product: [CH:19]([N:18]1[C:14]([C:12]2[N:13]=[C:6]3[C:5]4[CH:22]=[CH:23][C:2]([C:34]5[N:30]([CH:25]6[CH2:26][CH2:27][CH2:28][CH2:29][O:24]6)[CH:31]=[N:32][CH:33]=5)=[CH:3][C:4]=4[O:10][CH2:9][CH2:8][N:7]3[CH:11]=2)=[N:15][CH:16]=[N:17]1)([CH3:21])[CH3:20]. The catalyst class is: 555. (4) Reactant: CCN=C=NCCCN(C)C.C1C=CC2N(O)N=NC=2C=1.[Cl:22][C:23]1[CH:24]=[C:25]([CH:29]=[CH:30][C:31]=1[O:32][CH:33]([CH3:35])[CH3:34])[C:26]([OH:28])=O.O[NH:37][C:38](=[NH:55])[C:39]1[CH:40]=[C:41]2[C:45](=[CH:46][CH:47]=1)[NH:44][C:43]([CH2:48][CH2:49][C:50]([O:52][CH2:53][CH3:54])=[O:51])=[CH:42]2. Product: [Cl:22][C:23]1[CH:24]=[C:25]([C:26]2[O:28][N:55]=[C:38]([C:39]3[CH:40]=[C:41]4[C:45](=[CH:46][CH:47]=3)[NH:44][C:43]([CH2:48][CH2:49][C:50]([O:52][CH2:53][CH3:54])=[O:51])=[CH:42]4)[N:37]=2)[CH:29]=[CH:30][C:31]=1[O:32][CH:33]([CH3:35])[CH3:34]. The catalyst class is: 31.